Dataset: Reaction yield outcomes from USPTO patents with 853,638 reactions. Task: Predict the reaction yield, written as a fraction of the theoretical maximum amount of product (1.0 means a 100% yield; for example, 0.34 means a 34% yield). The reactants are [CH2:1]([N:8]1[CH2:13][CH2:12][C:11](=O)[CH2:10][CH2:9]1)[C:2]1[CH:7]=[CH:6][CH:5]=[CH:4][CH:3]=1.[C:15]1([NH2:21])[CH:20]=[CH:19][CH:18]=[CH:17][CH:16]=1.[C-:22]#[N:23].[K+].[OH-].[NH4+]. The catalyst is C(O)(=O)C.O. The product is [CH2:1]([N:8]1[CH2:13][CH2:12][C:11]([NH:21][C:15]2[CH:20]=[CH:19][CH:18]=[CH:17][CH:16]=2)([C:22]#[N:23])[CH2:10][CH2:9]1)[C:2]1[CH:7]=[CH:6][CH:5]=[CH:4][CH:3]=1. The yield is 0.731.